This data is from Full USPTO retrosynthesis dataset with 1.9M reactions from patents (1976-2016). The task is: Predict the reactants needed to synthesize the given product. (1) Given the product [OH:33][C@H:32]([C:31]1[C:23]([CH3:22])=[C:24]2[C:28](=[CH:29][CH:30]=1)[C:27](=[O:35])[O:26][CH2:25]2)[CH2:34][N:19]1[CH2:20][CH2:21][C:15]2([O:14][CH2:13][CH2:12][N:11]([C:8]3[CH:7]=[CH:6][C:5]([S:2]([CH3:1])(=[O:3])=[O:4])=[CH:10][N:9]=3)[CH2:16]2)[CH2:17][CH2:18]1, predict the reactants needed to synthesize it. The reactants are: [CH3:1][S:2]([C:5]1[CH:6]=[CH:7][C:8]([N:11]2[CH2:16][C:15]3([CH2:21][CH2:20][NH:19][CH2:18][CH2:17]3)[O:14][CH2:13][CH2:12]2)=[N:9][CH:10]=1)(=[O:4])=[O:3].[CH3:22][C:23]1[C:31]([C@@H:32]2[CH2:34][O:33]2)=[CH:30][CH:29]=[C:28]2[C:24]=1[CH2:25][O:26][C:27]2=[O:35]. (2) Given the product [O:23]1[CH:24]=[CH:25][C:21]([CH2:20][O:1][C:2]2[CH:7]=[CH:6][N:5]([CH2:8][CH2:9][C:10]3[CH:15]=[CH:14][C:13]([CH2:16][OH:17])=[CH:12][CH:11]=3)[C:4](=[O:18])[CH:3]=2)=[CH:22]1, predict the reactants needed to synthesize it. The reactants are: [OH:1][C:2]1[CH:7]=[CH:6][N:5]([CH2:8][CH2:9][C:10]2[CH:15]=[CH:14][C:13]([CH2:16][OH:17])=[CH:12][CH:11]=2)[C:4](=[O:18])[CH:3]=1.Br[CH2:20][C:21]1[CH:25]=[CH:24][O:23][CH:22]=1.C(=O)([O-])[O-].[K+].[K+]. (3) Given the product [CH2:25]([O:24][C:22](=[O:23])[C:21](=[O:27])[CH2:1][C:2]([C:4]1[CH:9]=[CH:8][C:7]([Cl:10])=[CH:6][CH:5]=1)=[O:3])[CH3:26], predict the reactants needed to synthesize it. The reactants are: [CH3:1][C:2]([C:4]1[CH:9]=[CH:8][C:7]([Cl:10])=[CH:6][CH:5]=1)=[O:3].C[Si]([N-][Si](C)(C)C)(C)C.[Li+].[C:21](OCC)(=[O:27])[C:22]([O:24][CH2:25][CH3:26])=[O:23]. (4) Given the product [Cl:1][C:2]1[CH:3]=[N:4][CH:5]=[C:6]([F:14])[C:7]=1[N:8]1[CH2:13][CH2:12][N:11]([CH:17]2[CH2:18][O:15][CH2:16]2)[CH2:10][CH2:9]1, predict the reactants needed to synthesize it. The reactants are: [Cl:1][C:2]1[CH:3]=[N:4][CH:5]=[C:6]([F:14])[C:7]=1[N:8]1[CH2:13][CH2:12][NH:11][CH2:10][CH2:9]1.[O:15]1[CH2:18][C:17](=O)[CH2:16]1.C(O[BH-](OC(=O)C)OC(=O)C)(=O)C.[Na+].CO. (5) The reactants are: [C:1]1([O:7][C:8](=[O:34])[N:9]([C:19]2[CH:24]=[C:23]([O:25][C:26]3[CH:31]=[CH:30][C:29]([NH2:32])=[C:28]([F:33])[CH:27]=3)[CH:22]=[CH:21][N:20]=2)[C:10]([O:12][C:13]2[CH:18]=[CH:17][CH:16]=[CH:15][CH:14]=2)=[O:11])[CH:6]=[CH:5][CH:4]=[CH:3][CH:2]=1.[F:35][C:36]1[CH:41]=[C:40]([F:42])[CH:39]=[CH:38][C:37]=1[NH:43][C:44]([C:46]1([C:49](O)=[O:50])[CH2:48][CH2:47]1)=[O:45].C(N(CC)CC)C.F[P-](F)(F)(F)(F)F.N1(O[P+](N(C)C)(N(C)C)N(C)C)C2C=CC=CC=2N=N1. Given the product [C:1]1([O:7][C:8](=[O:34])[N:9]([C:19]2[CH:24]=[C:23]([O:25][C:26]3[CH:31]=[CH:30][C:29]([NH:32][C:49]([C:46]4([C:44](=[O:45])[NH:43][C:37]5[CH:38]=[CH:39][C:40]([F:42])=[CH:41][C:36]=5[F:35])[CH2:48][CH2:47]4)=[O:50])=[C:28]([F:33])[CH:27]=3)[CH:22]=[CH:21][N:20]=2)[C:10]([O:12][C:13]2[CH:14]=[CH:15][CH:16]=[CH:17][CH:18]=2)=[O:11])[CH:2]=[CH:3][CH:4]=[CH:5][CH:6]=1, predict the reactants needed to synthesize it. (6) Given the product [Cl:1][C:2]1[CH:7]=[CH:6][C:5]([NH:8][C:9](=[O:10])[NH:8][CH2:5][CH2:4][CH2:3][C:19]2[CH:18]=[C:17]([C:11]3[CH:16]=[CH:15][CH:14]=[CH:13][CH:12]=3)[N:21]([C:22]3[CH:23]=[CH:24][C:25]([S:28]([NH2:31])(=[O:30])=[O:29])=[CH:26][CH:27]=3)[N:20]=2)=[CH:4][CH:3]=1, predict the reactants needed to synthesize it. The reactants are: [Cl:1][C:2]1[CH:7]=[CH:6][C:5]([N:8]=[C:9]=[O:10])=[CH:4][CH:3]=1.[C:11]1([C:17]2[N:21]([C:22]3[CH:27]=[CH:26][C:25]([S:28]([NH2:31])(=[O:30])=[O:29])=[CH:24][CH:23]=3)[N:20]=[C:19](NC(NC3C=CC=C(C(F)(F)F)C=3)=O)[CH:18]=2)[CH:16]=[CH:15][CH:14]=[CH:13][CH:12]=1.